From a dataset of Peptide-MHC class I binding affinity with 185,985 pairs from IEDB/IMGT. Regression. Given a peptide amino acid sequence and an MHC pseudo amino acid sequence, predict their binding affinity value. This is MHC class I binding data. (1) The peptide sequence is SLIIPNVTL. The MHC is HLA-A29:02 with pseudo-sequence HLA-A29:02. The binding affinity (normalized) is 0.213. (2) The peptide sequence is FSNTILLSDK. The MHC is HLA-A31:01 with pseudo-sequence HLA-A31:01. The binding affinity (normalized) is 0.340. (3) The peptide sequence is RFEAYGWQV. The MHC is HLA-A31:01 with pseudo-sequence HLA-A31:01. The binding affinity (normalized) is 0.369. (4) The peptide sequence is KIFKVTGEF. The MHC is HLA-A80:01 with pseudo-sequence HLA-A80:01. The binding affinity (normalized) is 0.302. (5) The peptide sequence is DTDISQLHH. The MHC is HLA-B35:01 with pseudo-sequence HLA-B35:01. The binding affinity (normalized) is 0.418. (6) The peptide sequence is AEQASQEVKNW. The MHC is HLA-A01:01 with pseudo-sequence HLA-A01:01. The binding affinity (normalized) is 0.